From a dataset of Forward reaction prediction with 1.9M reactions from USPTO patents (1976-2016). Predict the product of the given reaction. (1) Given the reactants Cl[C:2]1[N:7]=[CH:6][N:5]=[C:4]([NH:8][S:9](=[O:23])(=[O:22])[NH:10][CH:11]([O:14][CH2:15][C:16]2[CH:21]=[CH:20][CH:19]=[CH:18][CH:17]=2)[CH2:12][CH3:13])[C:3]=1[C:24]1[CH:29]=[CH:28][C:27]([Br:30])=[CH:26][CH:25]=1.[CH2:31]([OH:34])[CH2:32][OH:33], predict the reaction product. The product is: [OH:33][CH2:32][CH2:31][O:34][C:2]1[N:7]=[CH:6][N:5]=[C:4]([NH:8][S:9](=[O:23])(=[O:22])[NH:10][CH:11]([O:14][CH2:15][C:16]2[CH:21]=[CH:20][CH:19]=[CH:18][CH:17]=2)[CH2:12][CH3:13])[C:3]=1[C:24]1[CH:29]=[CH:28][C:27]([Br:30])=[CH:26][CH:25]=1. (2) Given the reactants [CH3:1][O:2][C:3]1[CH:22]=[CH:21][C:6]([CH2:7][O:8][C@H:9]([C@H:11]([OH:20])[C@H:12]([CH:18]=[CH2:19])[CH2:13][CH2:14][CH:15]([CH3:17])[CH3:16])[CH3:10])=[CH:5][CH:4]=1.[H-].[Na+].[CH3:25][C:26]1[CH:31]=CC(S(OCC(C)C)(=O)=O)=C[CH:27]=1, predict the reaction product. The product is: [CH2:25]([O:20][C@H:11]([C@H:12]([CH:18]=[CH2:19])[CH2:13][CH2:14][CH:15]([CH3:16])[CH3:17])[C@@H:9]([O:8][CH2:7][C:6]1[CH:5]=[CH:4][C:3]([O:2][CH3:1])=[CH:22][CH:21]=1)[CH3:10])[CH:26]([CH3:31])[CH3:27]. (3) The product is: [CH3:14][C@H:12]1[CH2:13][C@H:8]([CH3:7])[CH2:9][N:10]([CH2:15][CH2:16][CH2:17][O:18][C:19]2[CH:24]=[CH:23][C:22]([C:25](=[O:27])[CH2:26][CH:3]=[O:4])=[CH:21][CH:20]=2)[CH2:11]1. Given the reactants [H-].[Na+].[CH:3](OC)=[O:4].[CH3:7][C@H:8]1[CH2:13][C@H:12]([CH3:14])[CH2:11][N:10]([CH2:15][CH2:16][CH2:17][O:18][C:19]2[CH:24]=[CH:23][C:22]([C:25](=[O:27])[CH3:26])=[CH:21][CH:20]=2)[CH2:9]1.Cl, predict the reaction product. (4) Given the reactants [C:1]([O:5][C:6](=[O:36])[NH:7][CH2:8][CH2:9][CH2:10][NH:11][C:12]([C:14]1[N:15]([CH3:35])[C:16]2[C:24]([CH:25]=1)=[C:23]1[C:19]([C:20](=[O:27])[NH:21][C:22]1=[O:26])=[C:18]([C:28]1[CH:33]=[CH:32][CH:31]=[CH:30][C:29]=1[Cl:34])[CH:17]=2)=[O:13])([CH3:4])([CH3:3])[CH3:2].[Br:37]N1C(=O)CCC1=O.C(OCC)(=O)C, predict the reaction product. The product is: [C:1]([O:5][C:6](=[O:36])[NH:7][CH2:8][CH2:9][CH2:10][NH:11][C:12]([C:14]1[N:15]([CH3:35])[C:16]2[C:24]([C:25]=1[Br:37])=[C:23]1[C:19]([C:20](=[O:27])[NH:21][C:22]1=[O:26])=[C:18]([C:28]1[CH:33]=[CH:32][CH:31]=[CH:30][C:29]=1[Cl:34])[CH:17]=2)=[O:13])([CH3:4])([CH3:3])[CH3:2]. (5) Given the reactants [Cl:1][C:2]1[CH:7]=[CH:6][N:5]([CH:8]2[CH2:13][CH2:12][CH2:11][CH2:10][CH:9]2[CH3:14])[C:4](=[O:15])[C:3]=1[CH:16]=O.Cl.[NH2:19][OH:20].C([O-])(=O)C.[Na+], predict the reaction product. The product is: [Cl:1][C:2]1[CH:7]=[CH:6][N:5]([CH:8]2[CH2:13][CH2:12][CH2:11][CH2:10][CH:9]2[CH3:14])[C:4](=[O:15])[C:3]=1[CH:16]=[N:19][OH:20].